From a dataset of Full USPTO retrosynthesis dataset with 1.9M reactions from patents (1976-2016). Predict the reactants needed to synthesize the given product. (1) Given the product [CH3:25][C:20]1([CH3:26])[C:21]([CH3:24])([CH3:23])[O:22][B:18]([C:2]2[CH:17]=[CH:16][C:5]([CH2:6][CH2:7][NH:8][C:9](=[O:15])[O:10][C:11]([CH3:14])([CH3:13])[CH3:12])=[CH:4][CH:3]=2)[O:19]1, predict the reactants needed to synthesize it. The reactants are: Br[C:2]1[CH:17]=[CH:16][C:5]([CH2:6][CH2:7][NH:8][C:9](=[O:15])[O:10][C:11]([CH3:14])([CH3:13])[CH3:12])=[CH:4][CH:3]=1.[B:18]1([B:18]2[O:22][C:21]([CH3:24])([CH3:23])[C:20]([CH3:26])([CH3:25])[O:19]2)[O:22][C:21]([CH3:24])([CH3:23])[C:20]([CH3:26])([CH3:25])[O:19]1.C([O-])(=O)C.[K+]. (2) The reactants are: Cl.[Cl:2][C:3]1[CH:4]=[C:5]([NH:9][C:10](=[O:13])[NH:11][NH2:12])[CH:6]=[CH:7][CH:8]=1.[O:14]=[C:15]1[C:23](=O)[C:22]2[C:17](=[CH:18][CH:19]=[C:20]([S:25][CH2:26][CH2:27][CH2:28][C:29]3[CH:37]=[CH:36][C:32]([C:33]([OH:35])=[O:34])=[CH:31][CH:30]=3)[CH:21]=2)[N:16]1[CH2:38][CH2:39][CH2:40][CH2:41][CH3:42]. Given the product [Cl:2][C:3]1[CH:4]=[C:5]([CH:6]=[CH:7][CH:8]=1)[NH:9][C:10]([NH:11][N:12]=[C:23]1[C:22]2[C:17](=[CH:18][CH:19]=[C:20]([S:25][CH2:26][CH2:27][CH2:28][C:29]3[CH:30]=[CH:31][C:32]([C:33]([OH:35])=[O:34])=[CH:36][CH:37]=3)[CH:21]=2)[N:16]([CH2:38][CH2:39][CH2:40][CH2:41][CH3:42])[C:15]1=[O:14])=[O:13], predict the reactants needed to synthesize it. (3) Given the product [O:10]1[C:9]2[CH:8]=[CH:7][C:4]([C:5]#[N:6])=[CH:3][C:2]=2[O:1][CH2:12]1, predict the reactants needed to synthesize it. The reactants are: [OH:1][C:2]1[CH:3]=[C:4]([CH:7]=[CH:8][C:9]=1[OH:10])[C:5]#[N:6].Br[CH2:12]Br.C(=O)([O-])[O-].[K+].[K+].O. (4) Given the product [Br:10][C:8]1[CH:7]=[C:6]([CH3:11])[C:5]([O:12][CH:13]2[CH2:14][CH2:15][CH2:16]2)=[C:4]([CH:9]=1)[C:3]([OH:17])=[O:2], predict the reactants needed to synthesize it. The reactants are: C[O:2][C:3](=[O:17])[C:4]1[CH:9]=[C:8]([Br:10])[CH:7]=[C:6]([CH3:11])[C:5]=1[O:12][CH:13]1[CH2:16][CH2:15][CH2:14]1.O1CCOCC1.CO.[Li+].[OH-]. (5) Given the product [O:6]=[C:5]1[CH2:2][CH:3]([CH2:7][C:8]([O:10][C:11]([CH3:14])([CH3:13])[CH3:12])=[O:9])[CH2:4]1, predict the reactants needed to synthesize it. The reactants are: Cl[C:2]1(Cl)[C:5](=[O:6])[CH2:4][CH:3]1[CH2:7][C:8]([O:10][C:11]([CH3:14])([CH3:13])[CH3:12])=[O:9].[NH4+].[Cl-]. (6) Given the product [N+:9]([C:6]1[C:7]([CH3:8])=[C:2]([O:15][CH3:14])[C:3]([CH3:13])=[CH:4][C:5]=1[CH3:12])([O-:11])=[O:10], predict the reactants needed to synthesize it. The reactants are: Br[C:2]1[C:7]([CH3:8])=[C:6]([N+:9]([O-:11])=[O:10])[C:5]([CH3:12])=[CH:4][C:3]=1[CH3:13].[CH3:14][O-:15].[Na+]. (7) Given the product [C:1]([C:3]1[CH:4]=[C:5]2[C:10](=[CH:11][C:12]=1[O:13][C:14]1[CH:22]=[CH:21][C:17]([C:18](=[O:20])[NH:41][CH2:40][C@@H:39]([C:33]3[CH:38]=[CH:37][CH:36]=[CH:35][CH:34]=3)[CH3:42])=[CH:16][CH:15]=1)[O:9][CH2:8][CH2:7][CH:6]2[C:23]([O:25][CH3:26])=[O:24])#[N:2], predict the reactants needed to synthesize it. The reactants are: [C:1]([C:3]1[CH:4]=[C:5]2[C:10](=[CH:11][C:12]=1[O:13][C:14]1[CH:22]=[CH:21][C:17]([C:18]([OH:20])=O)=[CH:16][CH:15]=1)[O:9][CH2:8][CH2:7][CH:6]2[C:23]([O:25][CH3:26])=[O:24])#[N:2].C(Cl)(=O)C(Cl)=O.[C:33]1([C@@H:39]([CH3:42])[CH2:40][NH2:41])[CH:38]=[CH:37][CH:36]=[CH:35][CH:34]=1.N1C=CC=CC=1. (8) Given the product [S:1]1[C:5]2[CH:6]=[CH:7][C:8]([CH:10]=[O:11])=[CH:9][C:4]=2[N:3]=[N:2]1, predict the reactants needed to synthesize it. The reactants are: [S:1]1[C:5]2[CH:6]=[CH:7][C:8]([CH2:10][OH:11])=[CH:9][C:4]=2[N:3]=[N:2]1. (9) Given the product [CH3:25][C:5]1[N:10]=[CH:9][C:8]([C@@H:11]([NH:13][C:14]([C@H:16]2[CH2:18][C@@H:17]2[C:19]2[CH:20]=[CH:21][CH:22]=[CH:23][CH:24]=2)=[O:15])[CH3:12])=[CH:7][CH:6]=1, predict the reactants needed to synthesize it. The reactants are: C(O[C:5]1[N:10]=[CH:9][C:8]([C@@H:11]([NH:13][C:14]([C@H:16]2[CH2:18][C@@H:17]2[C:19]2[CH:24]=[CH:23][CH:22]=[CH:21][CH:20]=2)=[O:15])[CH3:12])=[CH:7][CH:6]=1)(C)C.[CH3:25]C1N=CC([C@@H](N)C)=CC=1.